Dataset: Full USPTO retrosynthesis dataset with 1.9M reactions from patents (1976-2016). Task: Predict the reactants needed to synthesize the given product. Given the product [OH:45][CH2:44][C@@H:12]([CH3:11])[C@H:13]([NH:24][C:25]1([C:38]2[CH:43]=[CH:42][CH:41]=[CH:40][CH:39]=2)[C:26]2[CH:27]=[CH:28][CH:29]=[CH:30][C:31]=2[C:32]2[C:37]1=[CH:36][CH:35]=[CH:34][CH:33]=2)[C:14]([O:16][CH2:17][C:18]1[CH:19]=[CH:20][CH:21]=[CH:22][CH:23]=1)=[O:15], predict the reactants needed to synthesize it. The reactants are: [H-].C([Al+]CC(C)C)C(C)C.[CH3:11][CH:12]([C:44](OC)=[O:45])[C@H:13]([NH:24][C:25]1([C:38]2[CH:43]=[CH:42][CH:41]=[CH:40][CH:39]=2)[C:37]2[CH:36]=[CH:35][CH:34]=[CH:33][C:32]=2[C:31]2[C:26]1=[CH:27][CH:28]=[CH:29][CH:30]=2)[C:14]([O:16][CH2:17][C:18]1[CH:23]=[CH:22][CH:21]=[CH:20][CH:19]=1)=[O:15].